Dataset: Peptide-MHC class I binding affinity with 185,985 pairs from IEDB/IMGT. Task: Regression. Given a peptide amino acid sequence and an MHC pseudo amino acid sequence, predict their binding affinity value. This is MHC class I binding data. (1) The peptide sequence is SLYNTIATL. The MHC is HLA-A02:03 with pseudo-sequence HLA-A02:03. The binding affinity (normalized) is 0.128. (2) The peptide sequence is PGDLQTLAL. The MHC is HLA-B42:01 with pseudo-sequence HLA-B42:01. The binding affinity (normalized) is 0.173. (3) The peptide sequence is LSGIFSNP. The MHC is H-2-Kb with pseudo-sequence H-2-Kb. The binding affinity (normalized) is 0. (4) The peptide sequence is IYTDEVYDY. The MHC is HLA-A26:03 with pseudo-sequence HLA-A26:03. The binding affinity (normalized) is 0.0847. (5) The peptide sequence is YLPTQQDVL. The MHC is HLA-B44:02 with pseudo-sequence HLA-B44:02. The binding affinity (normalized) is 0. (6) The peptide sequence is RVKLGLGIM. The MHC is HLA-A26:01 with pseudo-sequence HLA-A26:01. The binding affinity (normalized) is 0.338. (7) The peptide sequence is YPIYGLQFH. The MHC is HLA-A02:16 with pseudo-sequence HLA-A02:16. The binding affinity (normalized) is 0.0847. (8) The peptide sequence is VLIALSVLAV. The MHC is HLA-A02:01 with pseudo-sequence HLA-A02:01. The binding affinity (normalized) is 0.490.